The task is: Binary Classification. Given a drug SMILES string, predict its activity (active/inactive) in a high-throughput screening assay against a specified biological target.. This data is from Orexin1 receptor HTS with 218,158 compounds and 233 confirmed actives. (1) The molecule is S(=O)(=O)(N(C)C)c1ccc(NC(=O)c2ccncc2)cc1. The result is 0 (inactive). (2) The compound is s1c(CN(C(c2cc3c([nH]c2=O)cc(cc3)C)c2n(nnn2)CCOC)Cc2occc2)ccc1. The result is 0 (inactive). (3) The molecule is Clc1c2C(O)(CC(=O)c3c(O)cccc3)C(=O)Nc2c(cc1)C. The result is 0 (inactive). (4) The result is 0 (inactive). The molecule is Brc1cc2c(OC3(N(C(OC3(C)C)=O)c3ccccc3)C=C2)cc1. (5) The result is 0 (inactive). The compound is O=C1C=2C(c3c(NC2c2c1cccc2)n(c(=O)[nH]c3=O)C)c1ccc(O)cc1.